From a dataset of Catalyst prediction with 721,799 reactions and 888 catalyst types from USPTO. Predict which catalyst facilitates the given reaction. (1) Reactant: [C:1]([C:4]1[N:9]=[C:8]2[N:10]([C:14]3[CH:19]=[C:18]([S:20]([C:23]([CH3:31])([C:25]4[CH:30]=[CH:29][CH:28]=[CH:27][CH:26]=4)[CH3:24])(=[O:22])=[O:21])[C:17]([O:32][CH3:33])=[CH:16][C:15]=3[Cl:34])[C:11](=[O:13])[NH:12][C:7]2=[C:6]([CH3:35])[CH:5]=1)([OH:3])=[O:2].C(=O)([O-])[O-].[K+].[K+].[I-].[K+].[CH2:44]([O:46][C:47]([O:49][CH:50](Cl)[CH3:51])=[O:48])[CH3:45]. Product: [Cl:34][C:15]1[CH:16]=[C:17]([O:32][CH3:33])[C:18]([S:20]([C:23]([CH3:24])([C:25]2[CH:26]=[CH:27][CH:28]=[CH:29][CH:30]=2)[CH3:31])(=[O:22])=[O:21])=[CH:19][C:14]=1[N:10]1[C:8]2=[N:9][C:4]([C:1]([O:3][CH:44]([O:46][C:47]([O:49][CH2:50][CH3:51])=[O:48])[CH3:45])=[O:2])=[CH:5][C:6]([CH3:35])=[C:7]2[NH:12][C:11]1=[O:13]. The catalyst class is: 42. (2) Reactant: [C:1](Cl)(Cl)=[O:2].[CH3:5][O:6][C:7]1([CH2:10][CH2:11][N:12]2[CH2:16][CH2:15][NH:14][C:13]2=[O:17])[CH2:9][CH2:8]1.N1C=CC=CC=1.[CH3:24][N:25]1[CH:29]=[C:28]([C:30]2[CH:35]=[C:34]([O:36][C:37]3[CH:38]=[CH:39][C:40]([NH2:43])=[N:41][CH:42]=3)[CH:33]=[CH:32][N:31]=2)[CH:27]=[N:26]1. Product: [CH3:5][O:6][C:7]1([CH2:10][CH2:11][N:12]2[CH2:16][CH2:15][N:14]([C:13]([NH:43][C:40]3[CH:39]=[CH:38][C:37]([O:36][C:34]4[CH:33]=[CH:32][N:31]=[C:30]([C:28]5[CH:27]=[N:26][N:25]([CH3:24])[CH:29]=5)[CH:35]=4)=[CH:42][N:41]=3)=[O:17])[C:1]2=[O:2])[CH2:8][CH2:9]1. The catalyst class is: 34.